Dataset: Catalyst prediction with 721,799 reactions and 888 catalyst types from USPTO. Task: Predict which catalyst facilitates the given reaction. (1) Reactant: [Br:1][C:2]1[CH:3]=[N:4][N:5]2[CH:10]=[C:9]([C:11]3[CH:12]=[N:13][N:14]([C:16]([CH3:19])([CH3:18])[CH3:17])[CH:15]=3)[CH:8]=[C:7]([OH:20])[C:6]=12.CS(O[C@H:26]([C@@H:28]1[CH2:32][C:31](=[O:33])[N:30]([C@@H:34]([C:36]2[CH:41]=[CH:40][C:39]([O:42][CH3:43])=[CH:38][CH:37]=2)[CH3:35])[CH2:29]1)[CH3:27])(=O)=O.C(=O)([O-])[O-].[Cs+].[Cs+].C([O-])(O)=O.[Na+]. Product: [Br:1][C:2]1[CH:3]=[N:4][N:5]2[CH:10]=[C:9]([C:11]3[CH:12]=[N:13][N:14]([C:16]([CH3:17])([CH3:19])[CH3:18])[CH:15]=3)[CH:8]=[C:7]([O:20][C@@H:26]([C@H:28]3[CH2:29][N:30]([C@@H:34]([C:36]4[CH:37]=[CH:38][C:39]([O:42][CH3:43])=[CH:40][CH:41]=4)[CH3:35])[C:31](=[O:33])[CH2:32]3)[CH3:27])[C:6]=12. The catalyst class is: 3. (2) Reactant: C[O:2][C:3]([C:5]1[CH:6]=[C:7]([C:11]2[CH:12]=[C:13]3[C:17](=[CH:18][CH:19]=2)[N:16](C(O)=O)[C:15]([C:23]2[O:27][N:26]=[C:25]([CH3:28])[N:24]=2)=[CH:14]3)[N:8]([CH3:10])[N:9]=1)=[O:4].[Li+].[OH-]. Product: [CH3:10][N:8]1[C:7]([C:11]2[CH:12]=[C:13]3[C:17](=[CH:18][CH:19]=2)[NH:16][C:15]([C:23]2[O:27][N:26]=[C:25]([CH3:28])[N:24]=2)=[CH:14]3)=[CH:6][C:5]([C:3]([OH:4])=[O:2])=[N:9]1. The catalyst class is: 193. (3) Reactant: Br[C:2]1[CH:7]=[CH:6][C:5]([N:8]2[CH2:13][CH2:12][O:11][CH2:10][C:9]2=[O:14])=[CH:4][CH:3]=1.B1(B2OC(C)(C)C(C)(C)O2)OC(C)(C)C(C)(C)O1.C([O-])(=O)C.[K+].[ClH:38].[N:39]12[CH2:46][CH2:45][CH:42]([CH2:43][CH2:44]1)[C@@H:41]([NH:47][C:48]([C:50]1[S:51][C:52]3[C:58](Br)=[CH:57][CH:56]=[CH:55][C:53]=3[CH:54]=1)=[O:49])[CH2:40]2.C(=O)([O-])[O-].[Na+].[Na+]. Product: [ClH:38].[N:39]12[CH2:44][CH2:43][CH:42]([CH2:45][CH2:46]1)[C@@H:41]([NH:47][C:48]([C:50]1[S:51][C:52]3[C:58]([C:2]4[CH:7]=[CH:6][C:5]([N:8]5[CH2:13][CH2:12][O:11][CH2:10][C:9]5=[O:14])=[CH:4][CH:3]=4)=[CH:57][CH:56]=[CH:55][C:53]=3[CH:54]=1)=[O:49])[CH2:40]2. The catalyst class is: 151. (4) Reactant: FC(F)(F)C(O)=O.[CH3:8][O:9][N:10]=[CH:11][C:12]1[C:13]([NH2:25])=[N:14][CH:15]=[N:16][C:17]=1[N:18]1[CH2:23][CH2:22][CH:21]([NH2:24])[CH2:20][CH2:19]1.[N+](C1C=CC([O:35][C:36](=O)[NH:37][C:38]2[CH:43]=[CH:42][C:41]([N:44]3[CH2:49][CH2:48][O:47][CH2:46][CH2:45]3)=[CH:40][CH:39]=2)=CC=1)([O-])=O.CCN(C(C)C)C(C)C. Product: [NH2:25][C:13]1[N:14]=[CH:15][N:16]=[C:17]([N:18]2[CH2:23][CH2:22][CH:21]([NH:24][C:36]([NH:37][C:38]3[CH:39]=[CH:40][C:41]([N:44]4[CH2:49][CH2:48][O:47][CH2:46][CH2:45]4)=[CH:42][CH:43]=3)=[O:35])[CH2:20][CH2:19]2)[C:12]=1[CH:11]=[N:10][O:9][CH3:8]. The catalyst class is: 23.